This data is from NCI-60 drug combinations with 297,098 pairs across 59 cell lines. The task is: Regression. Given two drug SMILES strings and cell line genomic features, predict the synergy score measuring deviation from expected non-interaction effect. (1) Drug 1: C1CC(=O)NC(=O)C1N2CC3=C(C2=O)C=CC=C3N. Drug 2: CC1OCC2C(O1)C(C(C(O2)OC3C4COC(=O)C4C(C5=CC6=C(C=C35)OCO6)C7=CC(=C(C(=C7)OC)O)OC)O)O. Cell line: SF-539. Synergy scores: CSS=32.1, Synergy_ZIP=0.941, Synergy_Bliss=2.96, Synergy_Loewe=5.21, Synergy_HSA=5.40. (2) Drug 1: COC1=C2C(=CC3=C1OC=C3)C=CC(=O)O2. Drug 2: CC(C)CN1C=NC2=C1C3=CC=CC=C3N=C2N. Cell line: COLO 205. Synergy scores: CSS=-3.74, Synergy_ZIP=4.08, Synergy_Bliss=3.74, Synergy_Loewe=5.43, Synergy_HSA=-2.37. (3) Drug 1: CN(CC1=CN=C2C(=N1)C(=NC(=N2)N)N)C3=CC=C(C=C3)C(=O)NC(CCC(=O)O)C(=O)O. Drug 2: C1=NC2=C(N=C(N=C2N1C3C(C(C(O3)CO)O)F)Cl)N. Cell line: SK-MEL-28. Synergy scores: CSS=6.45, Synergy_ZIP=-4.04, Synergy_Bliss=0.472, Synergy_Loewe=-7.77, Synergy_HSA=-0.0198. (4) Drug 1: CS(=O)(=O)C1=CC(=C(C=C1)C(=O)NC2=CC(=C(C=C2)Cl)C3=CC=CC=N3)Cl. Drug 2: COC1=C(C=C2C(=C1)N=CN=C2NC3=CC(=C(C=C3)F)Cl)OCCCN4CCOCC4. Cell line: MCF7. Synergy scores: CSS=24.0, Synergy_ZIP=2.07, Synergy_Bliss=6.76, Synergy_Loewe=4.54, Synergy_HSA=8.04. (5) Drug 2: C1CNP(=O)(OC1)N(CCCl)CCCl. Drug 1: CC=C1C(=O)NC(C(=O)OC2CC(=O)NC(C(=O)NC(CSSCCC=C2)C(=O)N1)C(C)C)C(C)C. Cell line: 786-0. Synergy scores: CSS=21.6, Synergy_ZIP=-0.471, Synergy_Bliss=-1.04, Synergy_Loewe=-29.0, Synergy_HSA=-0.276. (6) Drug 1: CC12CCC3C(C1CCC2O)C(CC4=C3C=CC(=C4)O)CCCCCCCCCS(=O)CCCC(C(F)(F)F)(F)F. Drug 2: B(C(CC(C)C)NC(=O)C(CC1=CC=CC=C1)NC(=O)C2=NC=CN=C2)(O)O. Cell line: U251. Synergy scores: CSS=7.61, Synergy_ZIP=1.13, Synergy_Bliss=-2.61, Synergy_Loewe=-51.0, Synergy_HSA=-3.02.